This data is from Reaction yield outcomes from USPTO patents with 853,638 reactions. The task is: Predict the reaction yield, written as a fraction of the theoretical maximum amount of product (1.0 means a 100% yield; for example, 0.34 means a 34% yield). (1) The reactants are CN1C=CN=C1.[OH:7][CH2:8][CH:9]1[CH2:13][O:12][C:11](=[O:14])[NH:10]1.[C:15]1([CH3:25])[CH:20]=[CH:19][C:18]([S:21](Cl)(=[O:23])=[O:22])=[CH:17][CH:16]=1. The catalyst is ClCCl. The product is [CH3:25][C:15]1[CH:20]=[CH:19][C:18]([S:21]([O:7][CH2:8][CH:9]2[CH2:13][O:12][C:11](=[O:14])[NH:10]2)(=[O:23])=[O:22])=[CH:17][CH:16]=1. The yield is 0.750. (2) The reactants are [F:1][C:2]1[CH:3]=[CH:4][C:5]2[N:6]([C:8]([C:11]3[N:16]=[C:15]([NH:17][C@@H:18]4[CH2:23][CH2:22][CH2:21][NH:20][CH2:19]4)[CH:14]=[CH:13][N:12]=3)=[CH:9][N:10]=2)[CH:7]=1.CC1C=CC(S(O[CH2:35][C:36]([C:39]#[N:40])([CH3:38])[CH3:37])(=O)=O)=CC=1. The catalyst is C(OCC)(=O)C. The product is [F:1][C:2]1[CH:3]=[CH:4][C:5]2[N:6]([C:8]([C:11]3[N:16]=[C:15]([NH:17][C@@H:18]4[CH2:23][CH2:22][CH2:21][N:20]([CH2:35][C:36]([CH3:38])([CH3:37])[C:39]#[N:40])[CH2:19]4)[CH:14]=[CH:13][N:12]=3)=[CH:9][N:10]=2)[CH:7]=1. The yield is 0.0300. (3) The reactants are C([O-])(O)=O.[Na+].[NH:6]1[C:14]2[C:9](=[CH:10][CH:11]=[CH:12][CH:13]=2)[CH2:8][CH2:7]1.[C:15](Cl)(=[O:17])[CH3:16]. The catalyst is C(Cl)Cl. The product is [N:6]1([C:15](=[O:17])[CH3:16])[C:14]2[C:9](=[CH:10][CH:11]=[CH:12][CH:13]=2)[CH2:8][CH2:7]1. The yield is 1.00. (4) The reactants are [CH3:1][O:2][C:3]1[CH:8]=[N:7][C:6]([C:9]2[CH:14]=[CH:13][C:12]([N:15]3[CH2:20][CH2:19][N:18](C(OC(C)(C)C)=O)[CH2:17][CH2:16]3)=[CH:11][CH:10]=2)=[C:5]2[NH:28][CH:29]=[C:30]([C:31](=[O:51])[C:32](=[O:50])[N:33]3[CH2:38][CH2:37][N:36]([C:39]4[N:43]([C:44]5[CH:49]=[CH:48][CH:47]=[CH:46][N:45]=5)[N:42]=[N:41][N:40]=4)[CH2:35][CH2:34]3)[C:4]=12.Cl. The catalyst is O1CCOCC1. The product is [CH3:1][O:2][C:3]1[CH:8]=[N:7][C:6]([C:9]2[CH:14]=[CH:13][C:12]([N:15]3[CH2:16][CH2:17][NH:18][CH2:19][CH2:20]3)=[CH:11][CH:10]=2)=[C:5]2[NH:28][CH:29]=[C:30]([C:31](=[O:51])[C:32]([N:33]3[CH2:38][CH2:37][N:36]([C:39]4[N:43]([C:44]5[CH:49]=[CH:48][CH:47]=[CH:46][N:45]=5)[N:42]=[N:41][N:40]=4)[CH2:35][CH2:34]3)=[O:50])[C:4]=12. The yield is 0.930. (5) The reactants are [C:1]([CH2:3][C:4]([OH:6])=O)#[N:2].[NH2:7][C:8]([O:10][CH2:11][CH3:12])=[O:9].C1(C)C=CC=CC=1.P(Cl)(Cl)(Cl)=O. The catalyst is O.CN(C=O)C. The product is [C:1]([CH2:3][C:4]([NH:7][C:8]([O:10][CH2:11][CH3:12])=[O:9])=[O:6])#[N:2]. The yield is 0.670. (6) The reactants are F[C:2]1[CH:7]=[CH:6][CH:5]=[CH:4][C:3]=1[CH2:8][C:9](=[O:15])[C:10]([O:12][CH2:13][CH3:14])=[O:11].[C:16]1([C:16]2[CH:21]=[C:20]([CH:19]=[CH:18][CH:17]=2)CBr)[CH:21]=[CH:20][CH:19]=[CH:18][CH:17]=1.[Mg].C(OCC)(=O)C(OCC)=O. No catalyst specified. The product is [C:16]1([C:7]2[CH:2]=[C:3]([CH2:8][C:9](=[O:15])[C:10]([O:12][CH2:13][CH3:14])=[O:11])[CH:4]=[CH:5][CH:6]=2)[CH:21]=[CH:20][CH:19]=[CH:18][CH:17]=1. The yield is 0.800. (7) The yield is 0.130. The catalyst is C(OCC)C. The reactants are [H-].[Na+].[CH3:3][O:4][C:5]([CH2:7]P(OC)(OC)=O)=[O:6].[CH2:14]([O:18][C:19]1[C:24]([CH:25]([CH3:27])[CH3:26])=[CH:23][C:22]([CH:28]([CH3:30])[CH3:29])=[CH:21][C:20]=1[C:31]([CH3:41])=[CH:32][CH:33]=[CH:34][C:35](=O)[C:36]([F:39])([F:38])[F:37])[CH2:15][CH2:16][CH3:17]. The product is [CH3:3][O:4][C:5](=[O:6])/[CH:7]=[C:35](\[C:36]([F:37])([F:38])[F:39])/[CH:34]=[CH:33]/[CH:32]=[C:31](\[C:20]1[CH:21]=[C:22]([CH:28]([CH3:30])[CH3:29])[CH:23]=[C:24]([CH:25]([CH3:27])[CH3:26])[C:19]=1[O:18][CH2:14][CH2:15][CH2:16][CH3:17])/[CH3:41].[CH3:3][O:4][C:5](=[O:6])/[CH:7]=[C:35](/[C:36]([F:37])([F:38])[F:39])\[CH:34]=[CH:33]\[CH:32]=[C:31](/[C:20]1[CH:21]=[C:22]([CH:28]([CH3:30])[CH3:29])[CH:23]=[C:24]([CH:25]([CH3:27])[CH3:26])[C:19]=1[O:18][CH2:14][CH2:15][CH2:16][CH3:17])\[CH3:41]. (8) The reactants are [NH2:1][C:2]1[C:7]([CH2:8][NH:9][S:10]([CH3:13])(=[O:12])=[O:11])=[C:6]([CH:14]2[CH2:19][CH2:18][CH2:17][N:16]([C:20]([O:22][C:23]([CH3:26])([CH3:25])[CH3:24])=[O:21])[CH2:15]2)[CH:5]=[C:4]([C:27]2[C:32]([OH:33])=[CH:31][CH:30]=[CH:29][C:28]=2[O:34][CH2:35][CH:36]2[CH2:38][CH2:37]2)[N:3]=1.C(N(CC)CC)C.Cl[C:47](Cl)([O:49]C(=O)OC(Cl)(Cl)Cl)Cl. The catalyst is O1CCCC1. The product is [CH:36]1([CH2:35][O:34][C:28]2[CH:29]=[CH:30][CH:31]=[C:32]([OH:33])[C:27]=2[C:4]2[CH:5]=[C:6]([CH:14]3[CH2:19][CH2:18][CH2:17][N:16]([C:20]([O:22][C:23]([CH3:26])([CH3:25])[CH3:24])=[O:21])[CH2:15]3)[C:7]3[CH2:8][N:9]([S:10]([CH3:13])(=[O:11])=[O:12])[C:47](=[O:49])[NH:1][C:2]=3[N:3]=2)[CH2:37][CH2:38]1. The yield is 0.550.